From a dataset of Full USPTO retrosynthesis dataset with 1.9M reactions from patents (1976-2016). Predict the reactants needed to synthesize the given product. (1) Given the product [Br:8][C:5]1[CH:6]=[CH:7][C:2]([C:16](=[O:17])[CH:15]([F:19])[F:14])=[N:3][CH:4]=1, predict the reactants needed to synthesize it. The reactants are: Br[C:2]1[CH:7]=[CH:6][C:5]([Br:8])=[CH:4][N:3]=1.[Li]CCCC.[F:14][CH:15]([F:19])[C:16]([O-])=[O:17]. (2) The reactants are: [Cl:1][C:2]1[CH:3]=[CH:4][C:5]([C:28]([F:31])([F:30])[F:29])=[C:6]([CH:27]=1)[CH2:7][N:8]1[CH2:13][CH2:12][NH:11][C:10]2[N:14]=[CH:15][C:16]([C:18]3[CH:19]=[C:20]([CH:24]=[CH:25][CH:26]=3)[C:21](O)=[O:22])=[CH:17][C:9]1=2.[NH2:32][CH2:33][C:34]1[C:43]2[C:38](=[CH:39][CH:40]=[CH:41][CH:42]=2)[CH:37]=[CH:36][CH:35]=1. Given the product [Cl:1][C:2]1[CH:3]=[CH:4][C:5]([C:28]([F:31])([F:30])[F:29])=[C:6]([CH:27]=1)[CH2:7][N:8]1[CH2:13][CH2:12][NH:11][C:10]2[N:14]=[CH:15][C:16]([C:18]3[CH:19]=[C:20]([CH:24]=[CH:25][CH:26]=3)[C:21]([NH:32][CH2:33][C:34]3[C:43]4[C:38](=[CH:39][CH:40]=[CH:41][CH:42]=4)[CH:37]=[CH:36][CH:35]=3)=[O:22])=[CH:17][C:9]1=2, predict the reactants needed to synthesize it. (3) Given the product [Br:13][C:11]1[CH:10]=[N:9][N:8]([C:5]2[CH:4]=[CH:3][C:2]([Cl:1])=[CH:7][CH:6]=2)[CH:12]=1, predict the reactants needed to synthesize it. The reactants are: [Cl:1][C:2]1[CH:7]=[CH:6][C:5]([N:8]2[CH:12]=[CH:11][CH:10]=[N:9]2)=[CH:4][CH:3]=1.[Br:13]Br.OS([O-])=O.[Na+].C(=O)(O)[O-].[Na+]. (4) Given the product [C:16]([C:4]1[CH:3]=[C:2]([NH:50][CH2:51][C:52]([O:54][C:55]([CH3:58])([CH3:57])[CH3:56])=[O:53])[C:11]2[C:6](=[CH:7][CH:8]=[C:9]([C:12]([F:15])([F:14])[F:13])[CH:10]=2)[N:5]=1)#[N:17], predict the reactants needed to synthesize it. The reactants are: O[C:2]1[C:11]2[C:6](=[CH:7][CH:8]=[C:9]([C:12]([F:15])([F:14])[F:13])[CH:10]=2)[N:5]=[C:4]([C:16]#[N:17])[CH:3]=1.C1CN([P+](Br)(N2CCCC2)N2CCCC2)CC1.F[P-](F)(F)(F)(F)F.C(N(CC)CC)C.Cl.[NH2:50][CH2:51][C:52]([O:54][C:55]([CH3:58])([CH3:57])[CH3:56])=[O:53].